Dataset: Reaction yield outcomes from USPTO patents with 853,638 reactions. Task: Predict the reaction yield, written as a fraction of the theoretical maximum amount of product (1.0 means a 100% yield; for example, 0.34 means a 34% yield). (1) The reactants are FC(F)(F)S(O[C:7]1[CH:8]=[C:9]2[C:14](=[CH:15][CH:16]=1)[CH:13]=[C:12]([CH:17]1[CH2:22][CH2:21][N:20]([C:23]([O:25][C:26]([CH3:29])([CH3:28])[CH3:27])=[O:24])[CH2:19][CH2:18]1)[CH:11]=[CH:10]2)(=O)=O.[CH3:32][N:33](C=O)C. The catalyst is CCOC(C)=O.[C-]#N.[Zn+2].[C-]#N.C1C=CC(P(C2C=CC=CC=2)[C-]2C=CC=C2)=CC=1.C1C=CC(P(C2C=CC=CC=2)[C-]2C=CC=C2)=CC=1.Cl[Pd]Cl.[Fe+2]. The product is [C:32]([C:7]1[CH:8]=[C:9]2[C:14](=[CH:15][CH:16]=1)[CH:13]=[C:12]([CH:17]1[CH2:22][CH2:21][N:20]([C:23]([O:25][C:26]([CH3:27])([CH3:28])[CH3:29])=[O:24])[CH2:19][CH2:18]1)[CH:11]=[CH:10]2)#[N:33]. The yield is 0.910. (2) The reactants are C1(C)C=C(C)C=C(C)C=1S([O-])(=O)=O.[NH2:14][N+:15]1[CH:20]=[CH:19][C:18]([Br:21])=[CH:17][C:16]=1[Cl:22].C([O-])([O-])=O.[K+].[K+].[C:29]([C:35]([O:37][CH3:38])=[O:36])#[C:30][C:31]([O:33][CH3:34])=[O:32]. The catalyst is CN(C=O)C. The product is [CH3:34][O:33][C:31]([C:30]1[C:29]([C:35]([O:37][CH3:38])=[O:36])=[C:20]2[CH:19]=[C:18]([Br:21])[CH:17]=[C:16]([Cl:22])[N:15]2[N:14]=1)=[O:32]. The yield is 0.230. (3) The reactants are [CH3:1][S:2][C:3](=[NH:5])[NH2:4].C([O:8][CH:9]=[C:10]([C:16]#[N:17])[C:11](OCC)=O)C.C([O-])([O-])=O.[K+].[K+]. The product is [OH:8][C:9]1[C:10]([C:16]#[N:17])=[CH:11][N:4]=[C:3]([S:2][CH3:1])[N:5]=1. The catalyst is CCO. The yield is 0.650. (4) The reactants are [Br:1][C:2]1[CH:14]=[CH:13][C:5]([O:6][CH2:7][CH2:8][CH2:9][C:10](O)=[O:11])=[CH:4][CH:3]=1.O=S(Cl)[Cl:17]. No catalyst specified. The product is [Br:1][C:2]1[CH:14]=[CH:13][C:5]([O:6][CH2:7][CH2:8][CH2:9][C:10]([Cl:17])=[O:11])=[CH:4][CH:3]=1. The yield is 0.670. (5) The reactants are [N:1]([O-])=O.[Na+].[CH3:5][O:6][C:7](=[O:15])[C:8]1[CH:13]=[CH:12][C:11]([NH2:14])=[CH:10][CH:9]=1.Cl.[CH3:17][O:18][C:19](=[O:26])[CH2:20][C:21]1[N:22]=[CH:23][NH:24][CH:25]=1. The catalyst is Cl.B([O-])([O-])[O-].B([O-])([O-])[O-].B([O-])([O-])[O-].B([O-])([O-])[O-].[Na+].[Na+].[Na+].[Na+].[Na+].[Na+].[Na+].[Na+].[Na+].[Na+].[Na+].[Na+]. The product is [CH3:5][O:6][C:7](=[O:15])[C:8]1[CH:13]=[CH:12][C:11]([N:14]=[N:1][C:23]2[NH:24][CH:25]=[C:21]([CH2:20][C:19]([O:18][CH3:17])=[O:26])[N:22]=2)=[CH:10][CH:9]=1. The yield is 1.00. (6) The reactants are [CH2:1](Cl)[CH2:2][CH2:3][CH3:4].[Mg].[C:7]([P:11](Cl)[C:12]([CH3:15])([CH3:14])[CH3:13])([CH3:10])([CH3:9])[CH3:8].S(=O)(=O)(O)O. The catalyst is O1CCCC1.C/C(/O)=C/C(C)=O.C/C(/O)=C/C(C)=O.[Cu].C1(C)C=CC=CC=1. The product is [C:7]([P:11]([C:12]([CH3:15])([CH3:14])[CH3:13])[CH2:1][CH2:2][CH2:3][CH3:4])([CH3:10])([CH3:9])[CH3:8]. The yield is 0.911. (7) The reactants are [N:1]1[CH:6]=[CH:5][C:4]([CH:7]2[NH:19][C:17]3[C:18]4[C:9](=[N:10][NH:11][C:12](=[O:20])[C:13]=4[CH:14]=[CH:15][CH:16]=3)[CH:8]2[C:21]2[CH:26]=[CH:25][N:24]=[CH:23][CH:22]=2)=[CH:3][CH:2]=1. The catalyst is [Pt](=O)=O. The product is [NH:24]1[CH2:25][CH2:26][CH:21]([CH:8]2[C:9]3=[N:10][NH:11][C:12](=[O:20])[C:13]4[CH:14]=[CH:15][CH:16]=[C:17]([C:18]=43)[NH:19][CH:7]2[C:4]2[CH:3]=[CH:2][N:1]=[CH:6][CH:5]=2)[CH2:22][CH2:23]1. The yield is 0.160. (8) The reactants are [CH3:1][O:2][C:3]([C:5]1[S:6][CH:7]=[CH:8][C:9]=1[NH2:10])=[O:4].[CH2:11]1[O:21][C:14]2([CH2:19][CH2:18][C:17](=O)[CH2:16][CH2:15]2)[O:13][CH2:12]1.C([Sn](Cl)(Cl)CCCC)CCC.C1([SiH3])C=CC=CC=1. The catalyst is C1COCC1. The product is [CH3:1][O:2][C:3]([C:5]1[S:6][CH:7]=[CH:8][C:9]=1[NH:10][CH:17]1[CH2:18][CH2:19][C:14]2([O:21][CH2:11][CH2:12][O:13]2)[CH2:15][CH2:16]1)=[O:4]. The yield is 0.470. (9) The yield is 0.0560. The reactants are [F:1][C:2]1[CH:3]=[C:4]([CH:10]=[CH:11][CH:12]=1)[O:5][CH2:6][C:7]([OH:9])=O.CCN(C(C)C)C(C)C.[NH2:22][CH2:23][CH:24]([OH:36])[CH2:25][N:26]1[CH2:35][CH2:34][C:33]2[C:28](=[CH:29][CH:30]=[CH:31][CH:32]=2)[CH2:27]1.C1N(P(Cl)(N2C(=O)OCC2)=O)C(=O)OC1. The product is [CH2:27]1[C:28]2[C:33](=[CH:32][CH:31]=[CH:30][CH:29]=2)[CH2:34][CH2:35][N:26]1[CH2:25][CH:24]([OH:36])[CH2:23][NH:22][C:7](=[O:9])[CH2:6][O:5][C:4]1[CH:10]=[CH:11][CH:12]=[C:2]([F:1])[CH:3]=1. The catalyst is C(Cl)Cl. (10) The reactants are [N:1]1([C:6]([O:8][C@H:9]2[CH2:14][C@H:13]([C:15]([NH:17][OH:18])=[O:16])[C@@H:12]([C:19]([N:21]3[CH2:26][CH:25]=[C:24]([C:27]4[CH:32]=[CH:31][CH:30]=[CH:29][CH:28]=4)[CH2:23][CH2:22]3)=[O:20])[N:11]([CH3:33])[CH2:10]2)=[O:7])[CH2:5][CH2:4][CH2:3][CH2:2]1.[H][H]. The catalyst is CO.[Pd].[O-]S([O-])(=O)=O.[Ba+2]. The product is [N:1]1([C:6]([O:8][C@H:9]2[CH2:14][C@H:13]([C:15]([NH:17][OH:18])=[O:16])[C@@H:12]([C:19]([N:21]3[CH2:26][CH2:25][CH:24]([C:27]4[CH:32]=[CH:31][CH:30]=[CH:29][CH:28]=4)[CH2:23][CH2:22]3)=[O:20])[N:11]([CH3:33])[CH2:10]2)=[O:7])[CH2:5][CH2:4][CH2:3][CH2:2]1. The yield is 1.00.